This data is from NCI-60 drug combinations with 297,098 pairs across 59 cell lines. The task is: Regression. Given two drug SMILES strings and cell line genomic features, predict the synergy score measuring deviation from expected non-interaction effect. (1) Drug 1: CNC(=O)C1=CC=CC=C1SC2=CC3=C(C=C2)C(=NN3)C=CC4=CC=CC=N4. Drug 2: CS(=O)(=O)CCNCC1=CC=C(O1)C2=CC3=C(C=C2)N=CN=C3NC4=CC(=C(C=C4)OCC5=CC(=CC=C5)F)Cl. Cell line: CAKI-1. Synergy scores: CSS=9.97, Synergy_ZIP=-4.01, Synergy_Bliss=-4.10, Synergy_Loewe=-2.02, Synergy_HSA=-1.94. (2) Drug 1: CN(C(=O)NC(C=O)C(C(C(CO)O)O)O)N=O. Drug 2: CC1=C(C(=O)C2=C(C1=O)N3CC4C(C3(C2COC(=O)N)OC)N4)N. Cell line: COLO 205. Synergy scores: CSS=38.0, Synergy_ZIP=3.98, Synergy_Bliss=3.06, Synergy_Loewe=-21.2, Synergy_HSA=0.970.